Dataset: Full USPTO retrosynthesis dataset with 1.9M reactions from patents (1976-2016). Task: Predict the reactants needed to synthesize the given product. (1) Given the product [Br:31][CH2:32][CH2:33][O:11][C:8]1[CH:9]=[CH:10][C:2]([Cl:1])=[C:3]([CH:7]=1)[C:4]([NH2:6])=[O:5], predict the reactants needed to synthesize it. The reactants are: [Cl:1][C:2]1[CH:10]=[CH:9][C:8]([OH:11])=[CH:7][C:3]=1[C:4]([NH2:6])=[O:5].C1(P(C2C=CC=CC=2)C2C=CC=CC=2)C=CC=CC=1.[Br:31][CH2:32][CH2:33]O.N(C(OC(C)(C)C)=O)=NC(OC(C)(C)C)=O. (2) Given the product [CH2:1]([C:5]1[N:6]=[C:7]([O:27][CH3:28])[N:8]([C:29]2[CH:34]=[CH:33][CH:32]=[CH:31][CH:30]=2)[C:9](=[O:26])[C:10]=1[CH2:11][C:12]1[CH:17]=[CH:16][C:15]([C:18]2[C:19]([C:24]#[N:25])=[CH:20][CH:21]=[CH:22][CH:23]=2)=[CH:14][CH:13]=1)[CH2:2][CH2:3][CH3:4], predict the reactants needed to synthesize it. The reactants are: [CH2:1]([C:5]1[N:6]=[C:7]([O:27][CH3:28])[NH:8][C:9](=[O:26])[C:10]=1[CH2:11][C:12]1[CH:17]=[CH:16][C:15]([C:18]2[C:19]([C:24]#[N:25])=[CH:20][CH:21]=[CH:22][CH:23]=2)=[CH:14][CH:13]=1)[CH2:2][CH2:3][CH3:4].[C:29]1(B(O)O)[CH:34]=[CH:33][CH:32]=[CH:31][CH:30]=1.N1C=CC=CC=1.C(N(CC)CC)C. (3) Given the product [CH3:19][O:20][C:21]([C:23]1[CH:27]=[C:26]2[NH:28][C:5]([C:7]3[O:8][CH:9]=[CH:10][CH:11]=3)=[C:4]([CH:12]3[CH2:13][CH2:14][CH2:15][CH2:16][CH2:17]3)[C:3](=[O:18])[N:25]2[N:24]=1)=[O:22], predict the reactants needed to synthesize it. The reactants are: CO[C:3](=[O:18])[CH:4]([CH:12]1[CH2:17][CH2:16][CH2:15][CH2:14][CH2:13]1)[C:5]([C:7]1[O:8][CH:9]=[CH:10][CH:11]=1)=O.[CH3:19][O:20][C:21]([C:23]1[CH:27]=[C:26]([NH2:28])[NH:25][N:24]=1)=[O:22].O.C1(C)C=CC(S(O)(=O)=O)=CC=1. (4) The reactants are: [Br:1][C:2]1[C:3](=[O:12])[NH:4][C:5]2[CH2:6][CH2:7][CH2:8][CH2:9][C:10]=2[CH:11]=1.[H-].[Li+].[H][H].[CH:17]1([CH2:21]Br)[CH2:20][CH2:19][CH2:18]1. Given the product [Br:1][C:2]1[C:3](=[O:12])[N:4]([CH2:21][CH:17]2[CH2:20][CH2:19][CH2:18]2)[C:5]2[CH2:6][CH2:7][CH2:8][CH2:9][C:10]=2[CH:11]=1, predict the reactants needed to synthesize it. (5) Given the product [Cl:1][C:2]1[C:7]2[N:8]=[C:9]([C:11]3[CH:12]=[C:13]([C:14]([N:16]4[CH2:36][CH2:35][C:19]5([CH2:20][CH2:21][N:22]([C:25]6[CH:26]=[CH:27][N:28]=[CH:29][CH:30]=6)[CH2:23][CH2:24]5)[CH2:18][CH2:17]4)=[O:15])[CH:31]=[CH:32][CH:33]=3)[S:10][C:6]=2[CH:5]=[CH:4][CH:3]=1, predict the reactants needed to synthesize it. The reactants are: [Cl:1][C:2]1[C:7]2[N:8]=[C:9]([C:11]3[CH:12]=[C:13]([CH:31]=[CH:32][CH:33]=3)[C:14]([NH:16][CH2:17][CH2:18][CH:19]3[CH2:24][CH2:23][N:22]([C:25]4[CH:30]=[CH:29][N:28]=[CH:27][CH:26]=4)[CH2:21][CH2:20]3)=[O:15])[S:10][C:6]=2[CH:5]=[CH:4][CH:3]=1.N1C=CC(N2CCC3(CCNCC3)CC2)=[CH:36][CH:35]=1.C(O)(=O)C1C=CC=CC=1. (6) Given the product [CH2:1]([N:8]1[CH2:13][CH2:12][NH:11][CH2:10][CH:9]1[C:14]1[N:19]=[C:18]([CH:20]2[CH2:25][NH:24][CH2:23][CH2:22][N:21]2[CH2:26][C:27]2[CH:32]=[CH:31][CH:30]=[CH:29][CH:28]=2)[CH:17]=[C:16]([NH2:33])[N:15]=1)[C:2]1[CH:7]=[CH:6][CH:5]=[CH:4][CH:3]=1, predict the reactants needed to synthesize it. The reactants are: [CH2:1]([N:8]1[CH2:13][CH2:12][NH:11][CH2:10][CH:9]1[C:14]1[N:19]=[C:18]([CH:20]2[CH2:25][NH:24][CH2:23][CH2:22][N:21]2[CH2:26][C:27]2[CH:32]=[CH:31][CH:30]=[CH:29][CH:28]=2)[CH:17]=[C:16]([NH:33]N)[N:15]=1)[C:2]1[CH:7]=[CH:6][CH:5]=[CH:4][CH:3]=1.